From a dataset of Merck oncology drug combination screen with 23,052 pairs across 39 cell lines. Regression. Given two drug SMILES strings and cell line genomic features, predict the synergy score measuring deviation from expected non-interaction effect. (1) Drug 1: COc1cccc2c1C(=O)c1c(O)c3c(c(O)c1C2=O)CC(O)(C(=O)CO)CC3OC1CC(N)C(O)C(C)O1. Drug 2: Cn1cc(-c2cnn3c(N)c(Br)c(C4CCCNC4)nc23)cn1. Cell line: NCIH460. Synergy scores: synergy=8.48. (2) Drug 1: CCC1(O)CC2CN(CCc3c([nH]c4ccccc34)C(C(=O)OC)(c3cc4c(cc3OC)N(C)C3C(O)(C(=O)OC)C(OC(C)=O)C5(CC)C=CCN6CCC43C65)C2)C1. Drug 2: CC(C)CC(NC(=O)C(Cc1ccccc1)NC(=O)c1cnccn1)B(O)O. Cell line: RKO. Synergy scores: synergy=-10.6. (3) Drug 1: COc1cccc2c1C(=O)c1c(O)c3c(c(O)c1C2=O)CC(O)(C(=O)CO)CC3OC1CC(N)C(O)C(C)O1. Drug 2: CNC(=O)c1cc(Oc2ccc(NC(=O)Nc3ccc(Cl)c(C(F)(F)F)c3)cc2)ccn1. Cell line: NCIH1650. Synergy scores: synergy=-22.9.